Dataset: Full USPTO retrosynthesis dataset with 1.9M reactions from patents (1976-2016). Task: Predict the reactants needed to synthesize the given product. (1) The reactants are: [NH2:1][C:2]1[C:3](=[O:10])[N:4]([CH3:9])[N:5]=[CH:6][C:7]=1[NH2:8].[N:11]1[CH:16]=[CH:15][C:14]([CH:17]=O)=[CH:13][CH:12]=1. Given the product [CH3:9][N:4]1[C:3](=[O:10])[C:2]2[N:1]=[C:17]([C:14]3[CH:15]=[CH:16][N:11]=[CH:12][CH:13]=3)[NH:8][C:7]=2[CH:6]=[N:5]1, predict the reactants needed to synthesize it. (2) Given the product [CH3:15][CH:13]([CH2:12][C@H:11]([CH2:16][NH2:17])[CH2:10][C:9]([OH:20])=[O:8])[CH3:14], predict the reactants needed to synthesize it. The reactants are: C([O:8][C:9](=[O:20])[CH2:10][CH:11]([CH2:16][N+:17]([O-])=O)[CH2:12][CH:13]([CH3:15])[CH3:14])C1C=CC=CC=1. (3) Given the product [C:11]([O:10][C:9]([N:8]([C@H:16]1[CH2:24][O:23][CH2:22][C@H:21]([CH2:25][C:26]2[C:35]3[C:30](=[CH:31][CH:32]=[CH:33][CH:34]=3)[CH:29]=[CH:28][CH:27]=2)[C@@H:20]([O:36][CH:37]2[CH2:41][CH2:40][CH2:39][CH2:38]2)[C@H:19]([CH3:42])[O:18][C:17]1=[O:43])[C:6](=[O:7])[O:5][C:1]([CH3:3])([CH3:4])[CH3:2])=[O:15])([CH3:12])([CH3:13])[CH3:14], predict the reactants needed to synthesize it. The reactants are: [C:1]([O:5][C:6]([N:8]([C@H:16]1[CH2:24][O:23][CH2:22][C@H:21]([CH2:25][C:26]2[C:35]3[C:30](=[CH:31][CH:32]=[CH:33][CH:34]=3)[CH:29]=[CH:28][CH:27]=2)[C@@H:20]([O:36][CH:37]2[CH2:41][CH2:40][CH:39]=[CH:38]2)[C@H:19]([CH3:42])[O:18][C:17]1=[O:43])[C:9](=[O:15])[O:10][C:11]([CH3:14])([CH3:13])[CH3:12])=[O:7])([CH3:4])([CH3:3])[CH3:2]. (4) Given the product [CH:28]1([C:12]2[N:11]([CH3:33])[C:10](=[O:34])[C:9]([OH:8])=[C:14]([C:15]3[O:19][N:18]=[C:17]([CH2:20][C:21]4[CH:22]=[CH:23][C:24]([F:27])=[CH:25][CH:26]=4)[N:16]=3)[N:13]=2)[CH2:32][CH2:31][CH2:30][CH2:29]1, predict the reactants needed to synthesize it. The reactants are: C([O:8][C:9]1[C:10](=[O:34])[N:11]([CH3:33])[C:12]([CH:28]2[CH2:32][CH2:31][CH2:30][CH2:29]2)=[N:13][C:14]=1[C:15]1[O:19][N:18]=[C:17]([CH2:20][C:21]2[CH:26]=[CH:25][C:24]([F:27])=[CH:23][CH:22]=2)[N:16]=1)C1C=CC=CC=1. (5) Given the product [Cl:30][C:26]1[C:23]2=[N:24][CH:25]=[C:20]([O:34][CH2:33][C:32]([F:36])([F:31])[CH3:35])[N:21]=[C:22]2[CH:29]=[CH:28][N:27]=1, predict the reactants needed to synthesize it. The reactants are: ClC1C2=NC=C(OCC3OC=CN=3)N=C2C=CN=1.Cl[C:20]1[N:21]=[C:22]2[CH:29]=[CH:28][N:27]=[C:26]([Cl:30])[C:23]2=[N:24][CH:25]=1.[F:31][C:32]([F:36])([CH3:35])[CH2:33][OH:34].